Dataset: Peptide-MHC class I binding affinity with 185,985 pairs from IEDB/IMGT. Task: Regression. Given a peptide amino acid sequence and an MHC pseudo amino acid sequence, predict their binding affinity value. This is MHC class I binding data. (1) The peptide sequence is ITTESIVIW. The MHC is HLA-B40:01 with pseudo-sequence HLA-B40:01. The binding affinity (normalized) is 0. (2) The peptide sequence is VHDREGNEV. The MHC is HLA-B35:01 with pseudo-sequence HLA-B35:01. The binding affinity (normalized) is 0.0847. (3) The peptide sequence is FAEGVIAFL. The MHC is HLA-A11:01 with pseudo-sequence HLA-A11:01. The binding affinity (normalized) is 0.0847.